Dataset: NCI-60 drug combinations with 297,098 pairs across 59 cell lines. Task: Regression. Given two drug SMILES strings and cell line genomic features, predict the synergy score measuring deviation from expected non-interaction effect. (1) Drug 1: C1=C(C(=O)NC(=O)N1)N(CCCl)CCCl. Drug 2: CCCCC(=O)OCC(=O)C1(CC(C2=C(C1)C(=C3C(=C2O)C(=O)C4=C(C3=O)C=CC=C4OC)O)OC5CC(C(C(O5)C)O)NC(=O)C(F)(F)F)O. Cell line: SN12C. Synergy scores: CSS=22.8, Synergy_ZIP=-11.6, Synergy_Bliss=-5.83, Synergy_Loewe=-4.12, Synergy_HSA=-4.03. (2) Drug 1: CS(=O)(=O)C1=CC(=C(C=C1)C(=O)NC2=CC(=C(C=C2)Cl)C3=CC=CC=N3)Cl. Drug 2: CC1C(C(CC(O1)OC2CC(CC3=C2C(=C4C(=C3O)C(=O)C5=C(C4=O)C(=CC=C5)OC)O)(C(=O)C)O)N)O.Cl. Cell line: PC-3. Synergy scores: CSS=15.5, Synergy_ZIP=1.64, Synergy_Bliss=9.70, Synergy_Loewe=-0.514, Synergy_HSA=8.99. (3) Drug 1: CCC1(CC2CC(C3=C(CCN(C2)C1)C4=CC=CC=C4N3)(C5=C(C=C6C(=C5)C78CCN9C7C(C=CC9)(C(C(C8N6C)(C(=O)OC)O)OC(=O)C)CC)OC)C(=O)OC)O.OS(=O)(=O)O. Drug 2: C1CN(P(=O)(OC1)NCCCl)CCCl. Cell line: SF-539. Synergy scores: CSS=-0.556, Synergy_ZIP=3.48, Synergy_Bliss=-3.76, Synergy_Loewe=1.04, Synergy_HSA=-1.77. (4) Drug 1: CC1=CC=C(C=C1)C2=CC(=NN2C3=CC=C(C=C3)S(=O)(=O)N)C(F)(F)F. Drug 2: CN(CCCl)CCCl.Cl. Cell line: DU-145. Synergy scores: CSS=48.3, Synergy_ZIP=1.23, Synergy_Bliss=2.37, Synergy_Loewe=-20.0, Synergy_HSA=0.293. (5) Drug 1: C1CCN(CC1)CCOC2=CC=C(C=C2)C(=O)C3=C(SC4=C3C=CC(=C4)O)C5=CC=C(C=C5)O. Drug 2: C1CN(CCN1C(=O)CCBr)C(=O)CCBr. Cell line: MOLT-4. Synergy scores: CSS=64.4, Synergy_ZIP=-1.32, Synergy_Bliss=-3.20, Synergy_Loewe=-7.47, Synergy_HSA=-3.82. (6) Drug 1: COC1=C(C=C2C(=C1)N=CN=C2NC3=CC(=C(C=C3)F)Cl)OCCCN4CCOCC4. Drug 2: CCN(CC)CCCC(C)NC1=C2C=C(C=CC2=NC3=C1C=CC(=C3)Cl)OC. Cell line: SK-MEL-28. Synergy scores: CSS=43.1, Synergy_ZIP=4.39, Synergy_Bliss=13.1, Synergy_Loewe=14.2, Synergy_HSA=14.3. (7) Drug 1: CN1CCC(CC1)COC2=C(C=C3C(=C2)N=CN=C3NC4=C(C=C(C=C4)Br)F)OC. Drug 2: C1C(C(OC1N2C=NC3=C(N=C(N=C32)Cl)N)CO)O. Cell line: MOLT-4. Synergy scores: CSS=67.0, Synergy_ZIP=3.30, Synergy_Bliss=3.97, Synergy_Loewe=-16.3, Synergy_HSA=5.08. (8) Drug 1: C1CN1C2=NC(=NC(=N2)N3CC3)N4CC4. Drug 2: CCC1(CC2CC(C3=C(CCN(C2)C1)C4=CC=CC=C4N3)(C5=C(C=C6C(=C5)C78CCN9C7C(C=CC9)(C(C(C8N6C)(C(=O)OC)O)OC(=O)C)CC)OC)C(=O)OC)O.OS(=O)(=O)O. Cell line: NCIH23. Synergy scores: CSS=56.9, Synergy_ZIP=-0.451, Synergy_Bliss=-0.997, Synergy_Loewe=-0.659, Synergy_HSA=-1.37.